This data is from NCI-60 drug combinations with 297,098 pairs across 59 cell lines. The task is: Regression. Given two drug SMILES strings and cell line genomic features, predict the synergy score measuring deviation from expected non-interaction effect. (1) Cell line: DU-145. Synergy scores: CSS=47.1, Synergy_ZIP=4.39, Synergy_Bliss=0.835, Synergy_Loewe=-36.7, Synergy_HSA=0.0100. Drug 2: CC1CCCC2(C(O2)CC(NC(=O)CC(C(C(=O)C(C1O)C)(C)C)O)C(=CC3=CSC(=N3)C)C)C. Drug 1: COC1=NC(=NC2=C1N=CN2C3C(C(C(O3)CO)O)O)N. (2) Drug 1: CC1=C(C=C(C=C1)NC(=O)C2=CC=C(C=C2)CN3CCN(CC3)C)NC4=NC=CC(=N4)C5=CN=CC=C5. Drug 2: CC12CCC3C(C1CCC2O)C(CC4=C3C=CC(=C4)O)CCCCCCCCCS(=O)CCCC(C(F)(F)F)(F)F. Cell line: BT-549. Synergy scores: CSS=-5.93, Synergy_ZIP=9.36, Synergy_Bliss=1.68, Synergy_Loewe=-5.94, Synergy_HSA=-4.99. (3) Drug 1: CN(C)N=NC1=C(NC=N1)C(=O)N. Drug 2: B(C(CC(C)C)NC(=O)C(CC1=CC=CC=C1)NC(=O)C2=NC=CN=C2)(O)O. Cell line: DU-145. Synergy scores: CSS=22.2, Synergy_ZIP=6.59, Synergy_Bliss=15.0, Synergy_Loewe=13.8, Synergy_HSA=14.5. (4) Drug 1: C(CN)CNCCSP(=O)(O)O. Drug 2: C1C(C(OC1N2C=NC3=C2NC=NCC3O)CO)O. Cell line: RXF 393. Synergy scores: CSS=0.109, Synergy_ZIP=-0.555, Synergy_Bliss=-0.257, Synergy_Loewe=-1.25, Synergy_HSA=-0.884. (5) Drug 1: CC1=C(C=C(C=C1)C(=O)NC2=CC(=CC(=C2)C(F)(F)F)N3C=C(N=C3)C)NC4=NC=CC(=N4)C5=CN=CC=C5. Drug 2: CS(=O)(=O)CCNCC1=CC=C(O1)C2=CC3=C(C=C2)N=CN=C3NC4=CC(=C(C=C4)OCC5=CC(=CC=C5)F)Cl. Cell line: M14. Synergy scores: CSS=0.414, Synergy_ZIP=-2.42, Synergy_Bliss=-4.10, Synergy_Loewe=-1.51, Synergy_HSA=-2.43. (6) Drug 2: CC1=C(N=C(N=C1N)C(CC(=O)N)NCC(C(=O)N)N)C(=O)NC(C(C2=CN=CN2)OC3C(C(C(C(O3)CO)O)O)OC4C(C(C(C(O4)CO)O)OC(=O)N)O)C(=O)NC(C)C(C(C)C(=O)NC(C(C)O)C(=O)NCCC5=NC(=CS5)C6=NC(=CS6)C(=O)NCCC[S+](C)C)O. Cell line: RXF 393. Drug 1: COC1=CC(=CC(=C1O)OC)C2C3C(COC3=O)C(C4=CC5=C(C=C24)OCO5)OC6C(C(C7C(O6)COC(O7)C8=CC=CS8)O)O. Synergy scores: CSS=17.0, Synergy_ZIP=-6.11, Synergy_Bliss=0.351, Synergy_Loewe=1.77, Synergy_HSA=2.99. (7) Drug 1: C1=CC=C(C(=C1)C(C2=CC=C(C=C2)Cl)C(Cl)Cl)Cl. Drug 2: COC1=C2C(=CC3=C1OC=C3)C=CC(=O)O2. Cell line: COLO 205. Synergy scores: CSS=-1.21, Synergy_ZIP=0.993, Synergy_Bliss=0.838, Synergy_Loewe=-1.59, Synergy_HSA=-1.33. (8) Drug 1: C1=CC(=CC=C1CCCC(=O)O)N(CCCl)CCCl. Drug 2: C1C(C(OC1N2C=NC(=NC2=O)N)CO)O. Cell line: HL-60(TB). Synergy scores: CSS=84.6, Synergy_ZIP=7.43, Synergy_Bliss=7.06, Synergy_Loewe=9.80, Synergy_HSA=12.3. (9) Drug 1: CC(C1=C(C=CC(=C1Cl)F)Cl)OC2=C(N=CC(=C2)C3=CN(N=C3)C4CCNCC4)N. Drug 2: CCC1(CC2CC(C3=C(CCN(C2)C1)C4=CC=CC=C4N3)(C5=C(C=C6C(=C5)C78CCN9C7C(C=CC9)(C(C(C8N6C=O)(C(=O)OC)O)OC(=O)C)CC)OC)C(=O)OC)O.OS(=O)(=O)O. Cell line: EKVX. Synergy scores: CSS=28.3, Synergy_ZIP=0.109, Synergy_Bliss=3.43, Synergy_Loewe=-12.5, Synergy_HSA=3.50. (10) Drug 1: CS(=O)(=O)CCNCC1=CC=C(O1)C2=CC3=C(C=C2)N=CN=C3NC4=CC(=C(C=C4)OCC5=CC(=CC=C5)F)Cl. Drug 2: C1CNP(=O)(OC1)N(CCCl)CCCl. Cell line: SK-MEL-28. Synergy scores: CSS=2.70, Synergy_ZIP=-0.576, Synergy_Bliss=-1.08, Synergy_Loewe=0.501, Synergy_HSA=-0.994.